From a dataset of Full USPTO retrosynthesis dataset with 1.9M reactions from patents (1976-2016). Predict the reactants needed to synthesize the given product. (1) Given the product [CH:1]1([C@H:5]([NH:7][C:8]2[N:16]=[C:35]([C:34]([OH:32])=[O:36])[N:14]=[C:13]3[C:9]=2[N:10]([CH2:24][C@H:25]2[CH2:30][CH2:29][C@H:28]([CH3:31])[CH2:27][CH2:26]2)[C:11]([C:19]2[S:20][CH:21]=[CH:22][N:23]=2)=[N:12]3)[CH3:6])[CH2:4][CH2:3][CH2:2]1, predict the reactants needed to synthesize it. The reactants are: [CH:1]1([C@H:5]([NH:7][C:8]2[N:16]=C(C#N)[N:14]=[C:13]3[C:9]=2[N:10]([CH2:24][C@H:25]2[CH2:30][CH2:29][C@H:28]([CH3:31])[CH2:27][CH2:26]2)[C:11]([C:19]2[S:20][CH:21]=[CH:22][N:23]=2)=[N:12]3)[CH3:6])[CH2:4][CH2:3][CH2:2]1.[OH-:32].[Na+].[CH2:34]([OH:36])[CH3:35]. (2) The reactants are: [Cl:1][C:2]1[C:3]([O:20][CH2:21][C:22]2[CH:27]=[CH:26][CH:25]=[C:24]([C:28]3[CH:37]=[CH:36][C:31]4[O:32][CH2:33][CH2:34][O:35][C:30]=4[CH:29]=3)[C:23]=2[CH3:38])=[CH:4][C:5]([O:10][CH2:11][C:12]2[CH:17]=[CH:16][N:15]=[C:14]([O:18][CH3:19])[CH:13]=2)=[C:6]([CH:9]=1)[CH:7]=O.[NH:39]1[CH2:44][CH2:43][CH2:42][CH2:41][C@H:40]1[C:45]([OH:47])=[O:46]. Given the product [Cl:1][C:2]1[C:3]([O:20][CH2:21][C:22]2[CH:27]=[CH:26][CH:25]=[C:24]([C:28]3[CH:37]=[CH:36][C:31]4[O:32][CH2:33][CH2:34][O:35][C:30]=4[CH:29]=3)[C:23]=2[CH3:38])=[CH:4][C:5]([O:10][CH2:11][C:12]2[CH:17]=[CH:16][N:15]=[C:14]([O:18][CH3:19])[CH:13]=2)=[C:6]([CH:9]=1)[CH2:7][N:39]1[CH2:44][CH2:43][CH2:42][CH2:41][C@H:40]1[C:45]([OH:47])=[O:46], predict the reactants needed to synthesize it. (3) The reactants are: [C:1]([C:5]1[O:9][N:8]=[C:7]([NH:10][C:11]([NH:13][C:14]2[CH:19]=[CH:18][CH:17]=[C:16]([O:20][C:21]3[C:30]4[C:25](=[CH:26][CH:27]=[C:28](I)[CH:29]=4)[N:24]=[CH:23][N:22]=3)[CH:15]=2)=[O:12])[CH:6]=1)([CH3:4])([CH3:3])[CH3:2].[NH:32]1[CH2:37][CH2:36][O:35][CH2:34][CH2:33]1.C([O-])([O-])=O.[Cs+].[Cs+]. Given the product [C:1]([C:5]1[O:9][N:8]=[C:7]([NH:10][C:11]([NH:13][C:14]2[CH:19]=[CH:18][CH:17]=[C:16]([O:20][C:21]3[C:30]4[C:25](=[CH:26][CH:27]=[C:28]([N:32]5[CH2:37][CH2:36][O:35][CH2:34][CH2:33]5)[CH:29]=4)[N:24]=[CH:23][N:22]=3)[CH:15]=2)=[O:12])[CH:6]=1)([CH3:4])([CH3:3])[CH3:2], predict the reactants needed to synthesize it. (4) The reactants are: [OH:1][C:2]1[N:6]([C:7]2[CH:12]=[CH:11][C:10]([S:13]([OH:16])(=[O:15])=[O:14])=[CH:9][CH:8]=2)[N:5]=[C:4]([C:17]([OH:19])=[O:18])[CH:3]=1.[CH3:20][N:21]([CH3:30])[C:22]1[CH:29]=[CH:28][C:25]([CH:26]=O)=[CH:24][CH:23]=1.C([O-])(=O)C.[NH4+:35]. Given the product [CH3:20][N:21]([CH3:30])[C:22]1[CH:29]=[CH:28][C:25]([CH:26]=[C:3]2[C:2](=[O:1])[N:6]([C:7]3[CH:8]=[CH:9][C:10]([S:13]([OH:16])(=[O:15])=[O:14])=[CH:11][CH:12]=3)[N:5]=[C:4]2[C:17]([OH:19])=[O:18])=[CH:24][CH:23]=1.[NH4+:35], predict the reactants needed to synthesize it. (5) Given the product [CH3:49][C:48]1[CH:43]([CH2:42][NH:41][C:40]([C:30]2[C:31]3[CH:36]=[N:35][N:34]([CH:37]([CH3:39])[CH3:38])[C:32]=3[N:33]=[C:28]([C:24]3[CH:25]=[CH:26][CH:27]=[C:22]([O:21][CH2:20][CH:9]([OH:8])[CH2:10][NH:11][CH3:12])[CH:23]=3)[CH:29]=2)=[O:52])[C:44](=[O:51])[N:45]=[C:46]([CH3:50])[CH:47]=1, predict the reactants needed to synthesize it. The reactants are: [Si]([O:8][CH:9]([CH2:20][O:21][C:22]1[CH:27]=[CH:26][CH:25]=[C:24]([C:28]2[N:33]=[C:32]3[N:34]([CH:37]([CH3:39])[CH3:38])[N:35]=[CH:36][C:31]3=[C:30]([C:40](=[O:52])[NH:41][CH2:42][CH:43]3[C:48]([CH3:49])=[CH:47][C:46]([CH3:50])=[N:45][C:44]3=[O:51])[CH:29]=2)[CH:23]=1)[CH2:10][N:11](C)[C:12](=O)OC(C)(C)C)(C(C)(C)C)(C)C.Cl. (6) Given the product [F:1][C:2]1[CH:3]=[CH:4][C:5]([N:8]2[C:16]3[C:11](=[CH:12][C:13]([CH:17]=[O:18])=[CH:14][CH:15]=3)[CH:10]=[N:9]2)=[CH:6][CH:7]=1, predict the reactants needed to synthesize it. The reactants are: [F:1][C:2]1[CH:7]=[CH:6][C:5]([N:8]2[C:16]3[C:11](=[CH:12][C:13]([CH2:17][OH:18])=[CH:14][CH:15]=3)[CH:10]=[N:9]2)=[CH:4][CH:3]=1.CC(OI1(OC(C)=O)(OC(C)=O)OC(=O)C2C=CC=CC1=2)=O. (7) The reactants are: [CH3:1][C:2]1[CH:7]=[CH:6][C:5]([S:8]([NH:11][CH2:12][C:13]#[CH:14])(=[O:10])=[O:9])=[CH:4][CH:3]=1.C(=O)([O-])[O-].[K+].[K+].Br[CH2:22]/[CH:23]=[CH:24]/[C:25]1[CH:30]=[CH:29][CH:28]=[CH:27][C:26]=1[Cl:31]. Given the product [Cl:31][C:26]1[CH:27]=[CH:28][CH:29]=[CH:30][C:25]=1[CH:24]=[CH:23][CH2:22][N:11]([CH2:12][C:13]#[CH:14])[S:8]([C:5]1[CH:6]=[CH:7][C:2]([CH3:1])=[CH:3][CH:4]=1)(=[O:10])=[O:9], predict the reactants needed to synthesize it.